From a dataset of Forward reaction prediction with 1.9M reactions from USPTO patents (1976-2016). Predict the product of the given reaction. (1) Given the reactants O=C1C2C(=CC=CC=2)C(=O)[N:3]1[CH2:12][CH2:13][CH:14]1[CH2:19][CH2:18][N:17]([C:20]([O:22][C:23]([CH3:26])([CH3:25])[CH3:24])=[O:21])[CH2:16][CH2:15]1.O, predict the reaction product. The product is: [NH2:3][CH2:12][CH2:13][CH:14]1[CH2:15][CH2:16][N:17]([C:20]([O:22][C:23]([CH3:26])([CH3:25])[CH3:24])=[O:21])[CH2:18][CH2:19]1. (2) Given the reactants [CH2:1]([O:8][C:9]([N:11]1[CH2:15][C:14](=[O:16])[C:13]([CH3:22])([C:17]([O:19][CH2:20][CH3:21])=[O:18])[CH2:12]1)=[O:10])[C:2]1[CH:7]=[CH:6][CH:5]=[CH:4][CH:3]=1.[BH4-].[Na+].[Cl-].[NH4+].O, predict the reaction product. The product is: [CH2:1]([O:8][C:9]([N:11]1[CH2:15][CH:14]([OH:16])[C:13]([CH3:22])([C:17]([O:19][CH2:20][CH3:21])=[O:18])[CH2:12]1)=[O:10])[C:2]1[CH:3]=[CH:4][CH:5]=[CH:6][CH:7]=1. (3) Given the reactants C([O:3][C:4]([CH2:6][CH2:7][CH2:8][CH2:9][O:10][C:11]1[CH:12]=[C:13]([C:38]2[CH:43]=[CH:42][CH:41]=[CH:40][CH:39]=2)[CH:14]=[CH:15][C:16]=1[CH2:17][NH:18][C:19]1[N:20]([C:30]2[N:31]=[CH:32][N:33]=[C:34]([NH2:37])[C:35]=2[N:36]=1)[C@@H:21]1[O:29][C@H:26]([CH2:27][OH:28])[C@@H:24]([OH:25])[C@H:22]1[OH:23])=[O:5])C.[OH-].[Na+], predict the reaction product. The product is: [C:4]([CH2:6][CH2:7][CH2:8][CH2:9][O:10][C:11]1[CH:12]=[C:13]([C:38]2[CH:43]=[CH:42][CH:41]=[CH:40][CH:39]=2)[CH:14]=[CH:15][C:16]=1[CH2:17][NH:18][C:19]1[N:20]([C:30]2[N:31]=[CH:32][N:33]=[C:34]([NH2:37])[C:35]=2[N:36]=1)[C@@H:21]1[O:29][C@H:26]([CH2:27][OH:28])[C@@H:24]([OH:25])[C@H:22]1[OH:23])([OH:5])=[O:3]. (4) Given the reactants [NH2:1][CH:2]1[C:16](=[O:17])[N:15]2[CH2:18][C@H:19]([O:21][C:22]3[CH:27]=[C:26]([C:28]4[CH:33]=[CH:32][CH:31]=[CH:30][N:29]=4)[N:25]=[C:24]4[CH:34]=[CH:35][S:36][C:23]=34)[CH2:20][C@H:14]2[C:13](=[O:37])[NH:12][C@:11]2([C:39]([O:41][CH3:42])=[O:40])[CH2:38][C@H:10]2[CH:9]=[CH:8][CH2:7][CH2:6][CH2:5][CH2:4][CH2:3]1.C(N(CC)CC)C.[C:50](=O)([O:57]C1C=CC([N+]([O-])=O)=CC=1)[O:51][CH:52]1[CH2:56][CH2:55][CH2:54][CH2:53]1.C(=O)(O)[O-].[Na+], predict the reaction product. The product is: [CH:52]1([O:51][C:50]([NH:1][CH:2]2[C:16](=[O:17])[N:15]3[CH2:18][C@H:19]([O:21][C:22]4[CH:27]=[C:26]([C:28]5[CH:33]=[CH:32][CH:31]=[CH:30][N:29]=5)[N:25]=[C:24]5[CH:34]=[CH:35][S:36][C:23]=45)[CH2:20][C@H:14]3[C:13](=[O:37])[NH:12][C@:11]3([C:39]([O:41][CH3:42])=[O:40])[CH2:38][C@H:10]3[CH:9]=[CH:8][CH2:7][CH2:6][CH2:5][CH2:4][CH2:3]2)=[O:57])[CH2:56][CH2:55][CH2:54][CH2:53]1. (5) Given the reactants Br[C:2]1[CH:3]=[C:4]2[C:15]3([CH2:19][O:18][C:17]([NH2:20])=[N:16]3)[C:14]3[C:9](=[N:10][C:11]([F:21])=[CH:12][CH:13]=3)[O:8][C:5]2=[CH:6][CH:7]=1.[F:22][C:23]1[C:28](B(O)O)=[CH:27][CH:26]=[CH:25][N:24]=1.P([O-])([O-])([O-])=O.[K+].[K+].[K+].O1CCOCC1, predict the reaction product. The product is: [F:21][C:11]1[N:10]=[C:9]2[O:8][C:5]3[C:4]([C:15]4([CH2:19][O:18][C:17]([NH2:20])=[N:16]4)[C:14]2=[CH:13][CH:12]=1)=[CH:3][C:2]([C:28]1[C:23]([F:22])=[N:24][CH:25]=[CH:26][CH:27]=1)=[CH:7][CH:6]=3. (6) Given the reactants C[O:2][C:3](=[O:16])[C:4]1[CH:9]=[C:8]([CH2:10][CH:11]([CH3:13])[CH3:12])[C:7]([O:14][CH3:15])=[N:6][CH:5]=1, predict the reaction product. The product is: [CH2:10]([C:8]1[C:7]([O:14][CH3:15])=[N:6][CH:5]=[C:4]([CH:9]=1)[C:3]([OH:16])=[O:2])[CH:11]([CH3:13])[CH3:12]. (7) Given the reactants O[CH2:2][CH2:3][CH2:4][O:5][C:6]1[C:11]([CH3:12])=[CH:10][C:9]([C:13]2[NH:22][C:21](=[O:23])[C:20]3[C:15](=[CH:16][C:17]([O:26][CH3:27])=[CH:18][C:19]=3[O:24][CH3:25])[N:14]=2)=[CH:8][C:7]=1[CH3:28].C1C=CC(P(C2C=CC=CC=2)C2C=CC=CC=2)=CC=1.C(Br)(Br)(Br)[Br:49], predict the reaction product. The product is: [Br:49][CH2:2][CH2:3][CH2:4][O:5][C:6]1[C:11]([CH3:12])=[CH:10][C:9]([C:13]2[NH:22][C:21](=[O:23])[C:20]3[C:15](=[CH:16][C:17]([O:26][CH3:27])=[CH:18][C:19]=3[O:24][CH3:25])[N:14]=2)=[CH:8][C:7]=1[CH3:28]. (8) Given the reactants CC(C[AlH]CC(C)C)C.[I:10][C:11]1[CH:12]=[C:13]([C:17]2[O:21][N:20]=[C:19]([C:22](OC)=[O:23])[CH:18]=2)[CH:14]=[CH:15][CH:16]=1, predict the reaction product. The product is: [I:10][C:11]1[CH:12]=[C:13]([C:17]2[O:21][N:20]=[C:19]([CH2:22][OH:23])[CH:18]=2)[CH:14]=[CH:15][CH:16]=1.